Dataset: Catalyst prediction with 721,799 reactions and 888 catalyst types from USPTO. Task: Predict which catalyst facilitates the given reaction. (1) Reactant: [CH3:1][CH2:2][O:3][P:4]([O:19][CH2:20][CH3:21])([CH:6]([P:11]([O:16][CH2:17][CH3:18])([O:13][CH2:14][CH3:15])=[O:12])[CH2:7][CH2:8][CH2:9]I)=[O:5].[OH:22][C:23]1[CH:28]=[CH:27][C:26]([C:29](=[O:32])[CH:30]=[CH2:31])=[CH:25][CH:24]=1.C([O-])([O-])=O.[K+].[K+]. Product: [CH2:2]([O:3][P:4]([CH:6]([P:11]([O:16][CH2:17][CH3:18])([O:13][CH2:14][CH3:15])=[O:12])[CH2:7][CH2:8][CH2:9][O:22][C:23]1[CH:24]=[CH:25][C:26]([C:29](=[O:32])[CH:30]=[CH2:31])=[CH:27][CH:28]=1)([O:19][CH2:20][CH3:21])=[O:5])[CH3:1]. The catalyst class is: 21. (2) Product: [N+:29]([CH2:32][CH:9]([NH:10][C:11](=[O:17])[O:12][C:13]([CH3:16])([CH3:14])[CH3:15])[C:5]1[CH:6]=[CH:7][CH:8]=[C:3]([C:2]([F:18])([F:19])[F:1])[CH:4]=1)([O-:31])=[O:30]. Reactant: [F:1][C:2]([F:19])([F:18])[C:3]1[CH:4]=[C:5](/[CH:9]=[N:10]/[C:11](=[O:17])[O:12][C:13]([CH3:16])([CH3:15])[CH3:14])[CH:6]=[CH:7][CH:8]=1.C(N(CC)C(C)C)(C)C.[N+:29]([CH3:32])([O-:31])=[O:30]. The catalyst class is: 13. (3) The catalyst class is: 1. Reactant: [NH2:1][CH:2]([CH2:5][OH:6])[CH2:3][OH:4].[Cl:7][C:8]1[S:12][C:11]([S:13](Cl)(=[O:15])=[O:14])=[CH:10][CH:9]=1.C(N(CC)CC)C. Product: [OH:4][CH2:3][CH:2]([NH:1][S:13]([C:11]1[S:12][C:8]([Cl:7])=[CH:9][CH:10]=1)(=[O:15])=[O:14])[CH2:5][OH:6]. (4) Reactant: [Br:1][C:2]1[C:10]2[NH:9][CH:8]=[CH:7][C:6]=2[C:5]([C:11]#[N:12])=[CH:4][CH:3]=1.[C:13](=O)(OC)OC.C1N2CCN(CC2)C1. Product: [Br:1][C:2]1[C:10]2[N:9]([CH3:13])[CH:8]=[CH:7][C:6]=2[C:5]([C:11]#[N:12])=[CH:4][CH:3]=1. The catalyst class is: 3. (5) Reactant: [C:1]([N:8]1[CH2:16][CH2:15][CH:11]([C:12]([OH:14])=O)[CH2:10][CH2:9]1)([O:3][C:4]([CH3:7])([CH3:6])[CH3:5])=[O:2].CN(C(ON1N=[N:32][C:27]2C=[CH:29][CH:30]=[CH:31][C:26]1=2)=[N+](C)C)C.[B-](F)(F)(F)F.N1CCCCC1. Product: [C:4]([O:3][C:1]([N:8]1[CH2:9][CH2:10][CH:11]([C:12]([N:32]2[CH2:29][CH2:30][CH2:31][CH2:26][CH2:27]2)=[O:14])[CH2:15][CH2:16]1)=[O:2])([CH3:5])([CH3:6])[CH3:7]. The catalyst class is: 23. (6) Reactant: [C:1](O)(=[O:13])[C@:2]1([CH2:12][CH2:11][C@@H:7]([C:8](O)=[O:9])[C:4]1([CH3:6])[CH3:5])[CH3:3]. Product: [OH:13][CH2:1][C:2]1([CH3:3])[CH2:12][CH2:11][CH:7]([CH2:8][OH:9])[C:4]1([CH3:6])[CH3:5]. The catalyst class is: 116. (7) Reactant: [NH2:1][C:2]1[S:3][C@:4]2([C:19](OC)=[O:20])[C@H:6]([C@:7]([C:11]3[CH:16]=[C:15]([NH2:17])[CH:14]=[CH:13][C:12]=3[F:18])([CH2:9][F:10])[N:8]=1)[CH2:5]2.[BH4-].[Li+].CO. Product: [NH2:1][C:2]1[S:3][C@:4]2([CH2:19][OH:20])[C@H:6]([C@:7]([C:11]3[CH:16]=[C:15]([NH2:17])[CH:14]=[CH:13][C:12]=3[F:18])([CH2:9][F:10])[N:8]=1)[CH2:5]2. The catalyst class is: 1.